Dataset: Full USPTO retrosynthesis dataset with 1.9M reactions from patents (1976-2016). Task: Predict the reactants needed to synthesize the given product. (1) Given the product [F:9][C:8]([F:11])([F:10])[C:6]1[CH:5]=[CH:4][N:3]=[C:2]([N:12]2[CH2:17][CH2:16][NH:15][CH2:14][CH2:13]2)[CH:7]=1, predict the reactants needed to synthesize it. The reactants are: Cl[C:2]1[CH:7]=[C:6]([C:8]([F:11])([F:10])[F:9])[CH:5]=[CH:4][N:3]=1.[NH:12]1[CH2:17][CH2:16][NH:15][CH2:14][CH2:13]1.C(N(CC)CC)C. (2) Given the product [OH:1][CH2:2][CH2:3][CH2:4][N:5]1[C:6](=[O:11])[CH:7]2[CH:8]([C:19]3([CH2:18][O:17][C:12](=[O:16])[C:13]([CH3:15])=[CH2:14])[O:23][CH:22]2[CH:21]=[CH:20]3)[C:9]1=[O:10], predict the reactants needed to synthesize it. The reactants are: [OH:1][CH2:2][CH2:3][CH2:4][N:5]1[C:9](=[O:10])[CH:8]=[CH:7][C:6]1=[O:11].[C:12]([O:17][CH2:18][C:19]1[O:23][CH:22]=[CH:21][CH:20]=1)(=[O:16])[C:13]([CH3:15])=[CH2:14]. (3) Given the product [N:4]([C@@H:7]1[C@@H:12]([OH:13])[C@H:11]([O:14][CH2:15][C:16]2[CH:25]=[CH:24][C:23]3[C:18](=[CH:19][CH:20]=[CH:21][CH:22]=3)[CH:17]=2)[C@@H:10]([CH2:26][O:27][C:28]([CH3:29])([CH3:30])[CH3:31])[O:9][C@@:8]1([SiH:58]([C:65]1[CH:70]=[CH:69][CH:68]=[CH:67][CH:66]=1)[C:59]1[CH:64]=[CH:63][CH:62]=[CH:61][CH:60]=1)[O:32][C@@H:33]1[C@@H:38]2[CH2:39][O:40][C@@H:36]([O:37]2)[C@H:35]([OH:41])[C@H:34]1[O:50][CH2:51][C:52]1[CH:53]=[CH:54][CH:55]=[CH:56][CH:57]=1)=[N+:5]=[N-:6], predict the reactants needed to synthesize it. The reactants are: C[O-].[Na+].[N:4]([C@@H:7]1[C@@H:12]([OH:13])[C@H:11]([O:14][CH2:15][C:16]2[CH:25]=[CH:24][C:23]3[C:18](=[CH:19][CH:20]=[CH:21][CH:22]=3)[CH:17]=2)[C@@H:10]([CH2:26][O:27][C:28]([CH3:31])([CH3:30])[CH3:29])[O:9][C@@:8]1([SiH:58]([C:65]1[CH:70]=[CH:69][CH:68]=[CH:67][CH:66]=1)[C:59]1[CH:64]=[CH:63][CH:62]=[CH:61][CH:60]=1)[O:32][C@@H:33]1[C@@H:38]2[CH2:39][O:40][C@@H:36]([O:37]2)[C@H:35]([O:41]C(=O)C2C=CC=CC=2)[C@H:34]1[O:50][CH2:51][C:52]1[CH:57]=[CH:56][CH:55]=[CH:54][CH:53]=1)=[N+:5]=[N-:6].